Dataset: Forward reaction prediction with 1.9M reactions from USPTO patents (1976-2016). Task: Predict the product of the given reaction. The product is: [Cl:14][C:10]1[CH:9]=[C:8]2[C:13]([C:5]([C:3](=[O:4])[CH:2]([NH:26][C:25]3[CH:27]=[C:28]([O:30][CH3:31])[CH:29]=[C:23]([O:22][CH3:21])[CH:24]=3)[C:15]3[CH:20]=[CH:19][CH:18]=[CH:17][CH:16]=3)=[CH:6][NH:7]2)=[CH:12][CH:11]=1. Given the reactants Cl[CH:2]([C:15]1[CH:20]=[CH:19][CH:18]=[CH:17][CH:16]=1)[C:3]([C:5]1[C:13]2[C:8](=[CH:9][C:10]([Cl:14])=[CH:11][CH:12]=2)[NH:7][CH:6]=1)=[O:4].[CH3:21][O:22][C:23]1[CH:24]=[C:25]([CH:27]=[C:28]([O:30][CH3:31])[CH:29]=1)[NH2:26].CCN(C(C)C)C(C)C, predict the reaction product.